Task: Predict which catalyst facilitates the given reaction.. Dataset: Catalyst prediction with 721,799 reactions and 888 catalyst types from USPTO (1) Reactant: [C:1]([NH:6][C:7]1[NH:8][C:9](=[O:34])[C:10]2[N:11]=[CH:12][N:13]([C:32]=2[N:33]=1)[C@@H:14]1[O:31][C@H:21]([CH2:22][O:23][Si:24]([C:27]([CH3:30])([CH3:29])[CH3:28])([CH3:26])[CH3:25])[C@@H:16]([O:17][CH2:18][S:19][CH3:20])[CH2:15]1)(=[O:5])[CH:2]([CH3:4])[CH3:3].[C:35]1([N:41]([C:45]2[CH:50]=[CH:49][CH:48]=[CH:47][CH:46]=2)[C:42](Cl)=[O:43])[CH:40]=[CH:39][CH:38]=[CH:37][CH:36]=1.C(N(CC)C(C)C)(C)C. Product: [C:1]([NH:6][C:7]1[N:8]=[C:9]([O:34][C:42](=[O:43])[N:41]([C:45]2[CH:46]=[CH:47][CH:48]=[CH:49][CH:50]=2)[C:35]2[CH:40]=[CH:39][CH:38]=[CH:37][CH:36]=2)[C:10]2[N:11]=[CH:12][N:13]([C:32]=2[N:33]=1)[C@@H:14]1[O:31][C@H:21]([CH2:22][O:23][Si:24]([C:27]([CH3:29])([CH3:28])[CH3:30])([CH3:25])[CH3:26])[C@@H:16]([O:17][CH2:18][S:19][CH3:20])[CH2:15]1)(=[O:5])[CH:2]([CH3:4])[CH3:3]. The catalyst class is: 17. (2) Reactant: [C:1]([C:3]1[CH:4]=[C:5]([C:9]2[N:10]=[CH:11][N:12](C(C3C=CC=CC=3)(C3C=CC=CC=3)C3C=CC=CC=3)[CH:13]=2)[CH:6]=[CH:7][CH:8]=1)#[N:2].Cl. Product: [C:1]([C:3]1[CH:4]=[C:5]([C:9]2[N:10]=[CH:11][NH:12][CH:13]=2)[CH:6]=[CH:7][CH:8]=1)#[N:2]. The catalyst class is: 7. (3) Reactant: Br[C:2]1[CH:3]=[CH:4][C:5]2[N:6]([C:15]3[CH:20]=[CH:19][CH:18]=[CH:17][CH:16]=3)[C:7]3[C:12]([C:13]=2[CH:14]=1)=[CH:11][CH:10]=[CH:9][CH:8]=3.C([Li])CCC.[B:26](OC)([O:29]C)[O:27]C.Cl. Product: [C:7]1([N:6]2[C:5]3[CH:13]=[CH:14][C:2]([B:26]([OH:29])[OH:27])=[CH:3][C:4]=3[C:20]3[C:15]2=[CH:16][CH:17]=[CH:18][CH:19]=3)[CH:12]=[CH:11][CH:10]=[CH:9][CH:8]=1. The catalyst class is: 7. (4) Reactant: [Cl:1][C:2]1[N:3]=[CH:4][C:5]([CH2:8][OH:9])=[N:6][CH:7]=1.C(N(CC)CC)C.[CH3:17][S:18](Cl)(=[O:20])=[O:19].S([O-])(=O)(=O)C. Product: [CH3:17][S:18]([O:9][CH2:8][C:5]1[CH:4]=[N:3][C:2]([Cl:1])=[CH:7][N:6]=1)(=[O:20])=[O:19]. The catalyst class is: 4. (5) Reactant: [Cl:1][C:2]1[N:3]=[CH:4][C:5]2[CH:10]=[CH:9][N:8]([CH2:11][C:12]([O:14]CC)=[O:13])[C:6]=2[N:7]=1.[OH-].[Na+]. Product: [Cl:1][C:2]1[N:3]=[CH:4][C:5]2[CH:10]=[CH:9][N:8]([CH2:11][C:12]([OH:14])=[O:13])[C:6]=2[N:7]=1. The catalyst class is: 88. (6) Product: [F:13][C:14]1[CH:29]=[CH:28][CH:27]=[C:26]([F:30])[C:15]=1[C:16]([NH:18][C:19]1[CH:20]=[CH:21][C:12]([S:9][C:4]2[N:3]=[C:2]([Cl:1])[CH:7]=[C:6]([Cl:8])[N:5]=2)=[CH:23][CH:24]=1)=[O:17]. Reactant: [Cl:1][C:2]1[CH:7]=[C:6]([Cl:8])[N:5]=[C:4]([S:9]([CH3:12])(=O)=O)[N:3]=1.[F:13][C:14]1[CH:29]=[CH:28][CH:27]=[C:26]([F:30])[C:15]=1[C:16]([NH:18][C:19]1[CH:24]=[CH:23]C(S)=[CH:21][CH:20]=1)=[O:17]. The catalyst class is: 107. (7) Reactant: [Cl:1][C:2]1[C:11]2[C:6](=[CH:7][CH:8]=[CH:9][CH:10]=2)[CH:5]=[CH:4][N:3]=1.C1C=C(Cl)C=C(C(OO)=[O:20])C=1. Product: [Cl:1][C:2]1[C:11]2[C:6](=[CH:7][CH:8]=[CH:9][CH:10]=2)[CH:5]=[CH:4][N+:3]=1[O-:20]. The catalyst class is: 2.